Dataset: Forward reaction prediction with 1.9M reactions from USPTO patents (1976-2016). Task: Predict the product of the given reaction. (1) The product is: [C:1]1([CH:7]([C:38]2[CH:43]=[CH:42][CH:41]=[CH:40][CH:39]=2)[N:8]2[CH:13]=[CH:12][CH:11]=[C:10]([C:14]([NH:16][C@@H:17]([CH2:25][CH2:26][CH2:27][N:28]=[C:29]([NH:30][C:31]([O:33][CH2:34][CH3:35])=[O:32])[NH:47][CH:44]([CH3:46])[CH3:45])[C:18]([O:20][C:21]([CH3:24])([CH3:23])[CH3:22])=[O:19])=[O:15])[C:9]2=[O:37])[CH:6]=[CH:5][CH:4]=[CH:3][CH:2]=1. Given the reactants [C:1]1([CH:7]([C:38]2[CH:43]=[CH:42][CH:41]=[CH:40][CH:39]=2)[N:8]2[CH:13]=[CH:12][CH:11]=[C:10]([C:14]([NH:16][C@@H:17]([CH2:25][CH2:26][CH2:27][NH:28][C:29](=S)[NH:30][C:31]([O:33][CH2:34][CH3:35])=[O:32])[C:18]([O:20][C:21]([CH3:24])([CH3:23])[CH3:22])=[O:19])=[O:15])[C:9]2=[O:37])[CH:6]=[CH:5][CH:4]=[CH:3][CH:2]=1.[CH:44]([NH2:47])([CH3:46])[CH3:45].CCN(C(C)C)C(C)C.CCN=C=NCCCN(C)C, predict the reaction product. (2) Given the reactants [NH:1]1[C:9]2[C:4](=[CH:5][CH:6]=[CH:7][CH:8]=2)[C:3]2([C:13]3=[CH:14][C:15]4[O:19][CH2:18][O:17][C:16]=4[CH:20]=[C:12]3[O:11][CH2:10]2)[C:2]1=[O:21].C(=O)([O-])[O-].[Cs+].[Cs+].[C:28]([N:35]1[CH2:40][CH2:39][CH2:38][CH:37]([CH2:41][CH2:42]Br)[CH2:36]1)([O:30][C:31]([CH3:34])([CH3:33])[CH3:32])=[O:29], predict the reaction product. The product is: [O:21]=[C:2]1[C:3]2([C:13]3=[CH:14][C:15]4[O:19][CH2:18][O:17][C:16]=4[CH:20]=[C:12]3[O:11][CH2:10]2)[C:4]2[C:9](=[CH:8][CH:7]=[CH:6][CH:5]=2)[N:1]1[CH2:42][CH2:41][CH:37]1[CH2:38][CH2:39][CH2:40][N:35]([C:28]([O:30][C:31]([CH3:32])([CH3:34])[CH3:33])=[O:29])[CH2:36]1. (3) Given the reactants [CH:1]1([C:4]2[NH:8][N:7]=[C:6]([NH:9][C:10]3[CH:15]=[CH:14][N:13]=[C:12]([N:16]([CH3:34])[CH:17]([C:19]4[CH:33]=[CH:32][C:22]5[N:23](C6CCCCO6)[CH:24]=[N:25][C:21]=5[CH:20]=4)[CH3:18])[N:11]=3)[CH:5]=2)[CH2:3][CH2:2]1.CC1C=CC(S(O)(=O)=O)=CC=1.O, predict the reaction product. The product is: [NH:23]1[C:22]2[CH:32]=[CH:33][C:19]([CH:17]([N:16]([CH3:34])[C:12]3[N:11]=[C:10]([NH:9][C:6]4[CH:5]=[C:4]([CH:1]5[CH2:3][CH2:2]5)[NH:8][N:7]=4)[CH:15]=[CH:14][N:13]=3)[CH3:18])=[CH:20][C:21]=2[N:25]=[CH:24]1. (4) Given the reactants [F:1][C:2]1[C:7]([F:8])=[CH:6][CH:5]=[CH:4][C:3]=1[CH2:9][S:10][C:11]1[N:16]=[C:15]([NH2:17])[C:14]([N:18]=O)=[C:13]([NH2:20])[N:12]=1.[C:21](OCC)(=[O:28])[CH2:22][C:23]([O:25][CH2:26][CH3:27])=[O:24], predict the reaction product. The product is: [CH2:26]([O:25][C:23]([C:22]1[C:21](=[O:28])[NH:17][C:15]2[N:16]=[C:11]([S:10][CH2:9][C:3]3[CH:4]=[CH:5][CH:6]=[C:7]([F:8])[C:2]=3[F:1])[N:12]=[C:13]([NH2:20])[C:14]=2[N:18]=1)=[O:24])[CH3:27]. (5) Given the reactants [CH2:1]([O:8][CH2:9][CH2:10][CH2:11][O:12][C:13]1[CH:18]=[CH:17][C:16]([CH2:19][C:20]2[C:21](=[O:28])[NH:22][NH:23][C:24]=2[CH:25]([CH3:27])[CH3:26])=[C:15]([CH3:29])[CH:14]=1)[C:2]1[CH:7]=[CH:6][CH:5]=[CH:4][CH:3]=1.[CH3:30][C:31]([O:33][CH2:34][C@H:35]1[O:40][C@H:39](Br)[C@H:38]([O:42][C:43]([CH3:45])=[O:44])[C@@H:37]([O:46][C:47]([CH3:49])=[O:48])[C@H:36]1[O:50][C:51]([CH3:53])=[O:52])=[O:32].CC(OC[C@H]1O[C@H](Br)[C@H](OC(C)=O)[C@@H](OC(C)=O)[C@@H]1OC(C)=O)=O, predict the reaction product. The product is: [C:43]([O:42][C@@H:38]1[C@@H:37]([O:46][C:47](=[O:48])[CH3:49])[C@@H:36]([O:50][C:51](=[O:52])[CH3:53])[C@@H:35]([CH2:34][O:33][C:31](=[O:32])[CH3:30])[O:40][C@H:39]1[O:28][C:21]1[C:20]([CH2:19][C:16]2[CH:17]=[CH:18][C:13]([O:12][CH2:11][CH2:10][CH2:9][O:8][CH2:1][C:2]3[CH:7]=[CH:6][CH:5]=[CH:4][CH:3]=3)=[CH:14][C:15]=2[CH3:29])=[C:24]([CH:25]([CH3:27])[CH3:26])[NH:23][N:22]=1)(=[O:44])[CH3:45]. (6) Given the reactants [NH2:1][C:2]1[C:3]([Cl:22])=[C:4]2[C:8](=[CH:9][C:10]=1[F:11])[C:7](=O)[C:6]([CH2:18][CH2:19][CH2:20][CH3:21])([CH2:13][CH2:14][C:15](=[O:17])[CH3:16])[CH2:5]2.C(O)(=O)C.N1CCCC1, predict the reaction product. The product is: [NH2:1][C:2]1[C:3]([Cl:22])=[C:4]2[C:8]([C:7]3[C:6]([CH2:18][CH2:19][CH2:20][CH3:21])([CH2:5]2)[CH2:13][CH2:14][C:15](=[O:17])[CH:16]=3)=[CH:9][C:10]=1[F:11].